The task is: Predict the reaction yield, written as a fraction of the theoretical maximum amount of product (1.0 means a 100% yield; for example, 0.34 means a 34% yield).. This data is from Reaction yield outcomes from USPTO patents with 853,638 reactions. (1) The reactants are C(Cl)Cl.B(Br)(Br)Br.[Cl:8][C:9]1[N:10]([CH2:18][C:19]2[CH:24]=[CH:23][C:22]([Cl:25])=[CH:21][CH:20]=2)[CH:11]=[C:12]([O:16]C)[C:13](=[O:15])[N:14]=1.C(=O)([O-])O.[Na+]. The catalyst is ClCCl. The product is [Cl:8][C:9]1[N:10]([CH2:18][C:19]2[CH:24]=[CH:23][C:22]([Cl:25])=[CH:21][CH:20]=2)[CH:11]=[C:12]([OH:16])[C:13](=[O:15])[N:14]=1. The yield is 1.05. (2) The reactants are C(N(CC)CC)C.[Br:8][C:9]1[CH:14]=[CH:13][C:12]([C:15](=O)[CH2:16][S:17][C:18]#[N:19])=[CH:11][CH:10]=1.Cl.[NH2:22][C:23]1([C:27]([O:29][CH2:30][CH3:31])=[O:28])[CH2:26][CH2:25][CH2:24]1. The catalyst is C(O)C. The product is [Br:8][C:9]1[CH:14]=[CH:13][C:12]([C:15]2[N:19]=[C:18]([NH:22][C:23]3([C:27]([O:29][CH2:30][CH3:31])=[O:28])[CH2:26][CH2:25][CH2:24]3)[S:17][CH:16]=2)=[CH:11][CH:10]=1. The yield is 0.120.